Dataset: Forward reaction prediction with 1.9M reactions from USPTO patents (1976-2016). Task: Predict the product of the given reaction. (1) The product is: [C:7]([O:11][C:12]([N:14]1[CH2:19][CH2:18][CH:17]([O:20][C:22]2[CH:29]=[CH:28][C:25]([C:26]#[N:27])=[C:24]([CH3:30])[CH:23]=2)[CH2:16][CH2:15]1)=[O:13])([CH3:10])([CH3:8])[CH3:9]. Given the reactants CC(C)([O-])C.[K+].[C:7]([O:11][C:12]([N:14]1[CH2:19][CH2:18][CH:17]([OH:20])[CH2:16][CH2:15]1)=[O:13])([CH3:10])([CH3:9])[CH3:8].F[C:22]1[CH:29]=[CH:28][C:25]([C:26]#[N:27])=[C:24]([CH3:30])[CH:23]=1, predict the reaction product. (2) Given the reactants Br[C:2]1[CH:3]=[CH:4][C:5]2[N:6]([C:8]([C:11]3[CH:16]=[CH:15][CH:14]=[CH:13][C:12]=3[Cl:17])=[N:9][N:10]=2)[CH:7]=1.C([Mg]Cl)(C)C.[CH3:23][C:24]1[CH:31]=[CH:30][C:27]([CH:28]=[O:29])=[CH:26][CH:25]=1, predict the reaction product. The product is: [Cl:17][C:12]1[CH:13]=[CH:14][CH:15]=[CH:16][C:11]=1[C:8]1[N:6]2[CH:7]=[C:2]([CH:28]([C:27]3[CH:30]=[CH:31][C:24]([CH3:23])=[CH:25][CH:26]=3)[OH:29])[CH:3]=[CH:4][C:5]2=[N:10][N:9]=1. (3) Given the reactants [CH:1]([O:4][C:5]1[CH:12]=[CH:11][CH:10]=[CH:9][C:6]=1[CH:7]=O)([CH3:3])[CH3:2].Cl.[O:14]([NH2:16])[CH3:15], predict the reaction product. The product is: [CH3:15][O:14][N:16]=[CH:7][C:6]1[CH:9]=[CH:10][CH:11]=[CH:12][C:5]=1[O:4][CH:1]([CH3:3])[CH3:2]. (4) Given the reactants N1C=CC=CC=1.OO.C1([Se][C@@H:16]2[CH2:20][N:19]([C:21]([O:23][CH2:24][C:25]3[CH:30]=[CH:29][CH:28]=[CH:27][CH:26]=3)=[O:22])[C@H:18]([C:31]([O:33][CH2:34][CH3:35])=[O:32])[CH2:17]2)C=CC=CC=1, predict the reaction product. The product is: [N:19]1([C:21]([O:23][CH2:24][C:25]2[CH:30]=[CH:29][CH:28]=[CH:27][CH:26]=2)=[O:22])[CH2:20][CH:16]=[CH:17][C@H:18]1[C:31]([O:33][CH2:34][CH3:35])=[O:32].